Task: Predict the reactants needed to synthesize the given product.. Dataset: Full USPTO retrosynthesis dataset with 1.9M reactions from patents (1976-2016) (1) Given the product [C:1]([O:5][C:6]([N:8]1[CH2:13][CH2:12][CH:11]([C:14]([C:16]2[S:17][CH:18]=[CH:19][C:20]=2[Br:21])=[N:23][OH:24])[CH2:10][CH2:9]1)=[O:7])([CH3:4])([CH3:3])[CH3:2], predict the reactants needed to synthesize it. The reactants are: [C:1]([O:5][C:6]([N:8]1[CH2:13][CH2:12][CH:11]([C:14]([C:16]2[S:17][CH:18]=[CH:19][C:20]=2[Br:21])=O)[CH2:10][CH2:9]1)=[O:7])([CH3:4])([CH3:3])[CH3:2].Cl.[NH2:23][OH:24].N1C=CC=CC=1. (2) Given the product [CH:30]1([NH:34][C:19]([C:8]2[C:9]3[C:13]([CH3:14])([CH3:15])[O:12][C:11]([CH3:16])([CH3:17])[C:10]=3[S:18][C:7]=2[NH:6][C:4](=[O:5])[C:3]2[C:22]([C:26]([F:28])([F:29])[F:27])=[CH:23][CH:24]=[CH:25][C:2]=2[F:1])=[O:20])[CH2:33][CH2:32][CH2:31]1, predict the reactants needed to synthesize it. The reactants are: [F:1][C:2]1[CH:25]=[CH:24][CH:23]=[C:22]([C:26]([F:29])([F:28])[F:27])[C:3]=1[C:4]([NH:6][C:7]1[S:18][C:10]2[C:11]([CH3:17])([CH3:16])[O:12][C:13]([CH3:15])([CH3:14])[C:9]=2[C:8]=1[C:19](O)=[O:20])=[O:5].[CH:30]1([NH2:34])[CH2:33][CH2:32][CH2:31]1.